Task: Predict the product of the given reaction.. Dataset: Forward reaction prediction with 1.9M reactions from USPTO patents (1976-2016) (1) Given the reactants [CH3:1][C:2]([CH3:26])=[CH:3][CH2:4][C:5]1[C:6]([OH:25])=[CH:7][C:8]([O:23][CH3:24])=[C:9]([C:12](/[CH:14]=[CH:15]/[C:16]2[CH:17]=[CH:18][C:19]([OH:22])=[CH:20][CH:21]=2)=[O:13])[C:10]=1[OH:11], predict the reaction product. The product is: [OH:11][C:10]1[C:9]([C:12](=[O:13])/[CH:14]=[CH:15]/[C:16]2[CH:17]=[CH:18][C:19]([OH:22])=[CH:20][CH:21]=2)=[C:8]([O:23][CH3:24])[CH:7]=[C:6]2[C:5]=1[CH2:4][CH2:3][C:2]([CH3:26])([CH3:1])[O:25]2. (2) Given the reactants [CH3:1][P:2](=[O:9])([O:6][CH2:7][CH3:8])[O:3][CH2:4][CH3:5].[C:10]([O:13][C:14]([CH3:19])([CH3:18])[C:15](Cl)=[O:16])(=[O:12])[CH3:11].C(OCC)(=O)C.P([O-])(O)(O)=O.[Na+], predict the reaction product. The product is: [C:10]([O:13][C:14]([CH3:19])([C:15](=[O:16])[CH2:1][P:2]([O:6][CH2:7][CH3:8])([O:3][CH2:4][CH3:5])=[O:9])[CH3:18])(=[O:12])[CH3:11]. (3) Given the reactants [C:1]([C:3]1[CH:8]=[CH:7][C:6]2=[N:9][C:10]([C:12]3[CH:13]=[CH:14][C:15]([C:25]([F:28])([F:27])[F:26])=[C:16]([NH:18][C:19](=[O:24])[C:20]([CH3:23])([CH3:22])[CH3:21])[CH:17]=3)=[CH:11][N:5]2[N:4]=1)#[N:2].CC[OH:31].CS(C)=O.[OH-].[Na+].OO, predict the reaction product. The product is: [CH3:21][C:20]([CH3:23])([CH3:22])[C:19]([NH:18][C:16]1[CH:17]=[C:12]([C:10]2[N:9]=[C:6]3[N:5]([CH:11]=2)[N:4]=[C:3]([C:1]([NH2:2])=[O:31])[CH:8]=[CH:7]3)[CH:13]=[CH:14][C:15]=1[C:25]([F:28])([F:26])[F:27])=[O:24]. (4) Given the reactants [CH2:1]([NH2:8])[C:2]1[CH:7]=[CH:6][CH:5]=[CH:4][CH:3]=1.[CH2:9]([C@H:11]1[O:13][CH2:12]1)[Cl:10], predict the reaction product. The product is: [CH2:1]([NH:8][CH2:12][C@H:11]([OH:13])[CH2:9][Cl:10])[C:2]1[CH:7]=[CH:6][CH:5]=[CH:4][CH:3]=1. (5) Given the reactants [CH:1]1([C:7]([OH:9])=O)[CH2:6][CH2:5][CH2:4][CH2:3][CH2:2]1.Cl.Cl.[NH:12]1[CH2:17][CH2:16][CH2:15][C@@H:14]([NH:18][C:19]2[N:24]=[CH:23][C:22](/[CH:25]=[CH:26]/[C:27]([O:29][CH2:30][CH3:31])=[O:28])=[CH:21][CH:20]=2)[CH2:13]1.C1C=CC2N(O)N=NC=2C=1.CCN=C=NCCCN(C)C, predict the reaction product. The product is: [CH:1]1([C:7]([N:12]2[CH2:17][CH2:16][CH2:15][C@@H:14]([NH:18][C:19]3[N:24]=[CH:23][C:22](/[CH:25]=[CH:26]/[C:27]([O:29][CH2:30][CH3:31])=[O:28])=[CH:21][CH:20]=3)[CH2:13]2)=[O:9])[CH2:2][CH2:3][CH2:4][CH2:5][CH2:6]1. (6) Given the reactants [N:1]12[CH2:8][CH2:7][CH:4]([CH2:5][CH2:6]1)[C@@H:3]([O:9][C:10](=[O:24])[C@:11]([CH:18]1[CH2:23][CH2:22][CH2:21][CH2:20][CH2:19]1)([OH:17])[C:12]1S[CH:14]=[CH:15][CH:16]=1)[CH2:2]2.[CH:25]1([C@@](O)(C2C=CC=CC=2)C(O)=O)CCCC[CH2:26]1, predict the reaction product. The product is: [N:1]12[CH2:8][CH2:7][CH:4]([CH2:5][CH2:6]1)[C@@H:3]([O:9][C:10](=[O:24])[C@:11]([CH:18]1[CH2:23][CH2:22][CH2:21][CH2:20][CH2:19]1)([OH:17])[C:12]1[CH:26]=[CH:25][CH:14]=[CH:15][CH:16]=1)[CH2:2]2. (7) Given the reactants [CH2:1]([O:5][C:6]1[C:11]([F:12])=[C:10](F)[N:9]=[CH:8][N:7]=1)[C:2]#[C:3][CH3:4].[CH3:14][CH:15]1[CH2:20][CH:19]([CH3:21])[CH2:18][NH:17][CH2:16]1, predict the reaction product. The product is: [CH2:1]([O:5][C:6]1[C:11]([F:12])=[C:10]([N:17]2[CH2:18][CH:19]([CH3:21])[CH2:20][CH:15]([CH3:14])[CH2:16]2)[N:9]=[CH:8][N:7]=1)[C:2]#[C:3][CH3:4]. (8) The product is: [ClH:23].[CH3:1][O:2][C:3]1[CH:8]=[CH:7][CH:6]=[CH:5][C:4]=1[CH:9]([CH3:39])[CH2:10][N:11]([CH2:24][CH2:25][CH2:26][O:27][C:28]1[CH2:29][C:30](=[CH:34][C:35]([OH:37])=[O:36])[CH:31]=[CH:32][CH:33]=1)[CH2:12][C:13]1[CH:18]=[CH:17][CH:16]=[C:15]([C:19]([F:22])([F:20])[F:21])[C:14]=1[Cl:23]. Given the reactants [CH3:1][O:2][C:3]1[CH:8]=[CH:7][CH:6]=[CH:5][C:4]=1[CH:9]([CH3:39])[CH2:10][N:11]([CH2:24][CH2:25][CH2:26][O:27][C:28]1[CH2:29][C:30](=[CH:34][C:35]([O:37]C)=[O:36])[CH:31]=[CH:32][CH:33]=1)[CH2:12][C:13]1[CH:18]=[CH:17][CH:16]=[C:15]([C:19]([F:22])([F:21])[F:20])[C:14]=1[Cl:23].ClC1C=CC=CC=1C(C)CN(CCCOC1CC(=CC(O)=O)C=CC=1)CC1C=CC=C(C(F)(F)F)C=1Cl, predict the reaction product.